From a dataset of Full USPTO retrosynthesis dataset with 1.9M reactions from patents (1976-2016). Predict the reactants needed to synthesize the given product. (1) The reactants are: Cl[CH2:2][C:3]1[N:7]([C:8]2[CH:15]=[CH:14][C:11]([C:12]#[N:13])=[C:10]([C:16]([F:19])([F:18])[F:17])[CH:9]=2)[N:6]=[N:5][N:4]=1.C(N(CC)CC)C.[N:27]1([C:33]([O:35][C:36]([CH3:39])([CH3:38])[CH3:37])=[O:34])[CH2:32][CH2:31][NH:30][CH2:29][CH2:28]1. Given the product [C:12]([C:11]1[CH:14]=[CH:15][C:8]([N:7]2[C:3]([CH2:2][N:30]3[CH2:29][CH2:28][N:27]([C:33]([O:35][C:36]([CH3:39])([CH3:38])[CH3:37])=[O:34])[CH2:32][CH2:31]3)=[N:4][N:5]=[N:6]2)=[CH:9][C:10]=1[C:16]([F:19])([F:18])[F:17])#[N:13], predict the reactants needed to synthesize it. (2) Given the product [F:13][C:14]([F:27])([F:26])[S:15]([O:9][C:7]1[CH2:8][CH:3]([C:2]([F:11])([F:12])[F:1])[CH2:4][C:5](=[O:10])[CH:6]=1)(=[O:17])=[O:16], predict the reactants needed to synthesize it. The reactants are: [F:1][C:2]([F:12])([F:11])[CH:3]1[CH2:8][C:7](=[O:9])[CH2:6][C:5](=[O:10])[CH2:4]1.[F:13][C:14]([F:27])([F:26])[S:15](O[S:15]([C:14]([F:27])([F:26])[F:13])(=[O:17])=[O:16])(=[O:17])=[O:16]. (3) Given the product [CH2:54]([N:43]1[CH2:44][C@@H:45]([C:46]2[CH:51]=[CH:50][C:49]([F:52])=[CH:48][C:47]=2[F:53])[C@H:41]([C:39]([O:62][CH3:61])=[O:40])[CH2:42]1)[C:55]1[CH:60]=[CH:59][CH:58]=[CH:57][CH:56]=1, predict the reactants needed to synthesize it. The reactants are: [O-]S(C(F)(F)F)(=O)=O.[Sm+3].[O-]S(C(F)(F)F)(=O)=O.[O-]S(C(F)(F)F)(=O)=O.C([C@@H]1COC(=O)N1[C:39]([C@H:41]1[C@H:45]([C:46]2[CH:51]=[CH:50][C:49]([F:52])=[CH:48][C:47]=2[F:53])[CH2:44][N:43]([CH2:54][C:55]2[CH:60]=[CH:59][CH:58]=[CH:57][CH:56]=2)[CH2:42]1)=[O:40])C1C=CC=CC=1.[CH3:61][OH:62]. (4) Given the product [C:15]([C:2]1[CH:3]=[C:4]([CH:8]=[C:9]([C:11]([F:14])([F:13])[F:12])[CH:10]=1)[C:5]([OH:7])=[O:6])#[N:16], predict the reactants needed to synthesize it. The reactants are: Br[C:2]1[CH:3]=[C:4]([CH:8]=[C:9]([C:11]([F:14])([F:13])[F:12])[CH:10]=1)[C:5]([OH:7])=[O:6].[CH3:15][N:16](C=O)C.O. (5) Given the product [F:20][CH2:21][CH2:22][N:4]1[CH2:5][CH2:6][N:1]([C:7]([O:9][C:10]([CH3:13])([CH3:12])[CH3:11])=[O:8])[CH2:2][CH2:3]1, predict the reactants needed to synthesize it. The reactants are: [N:1]1([C:7]([O:9][C:10]([CH3:13])([CH3:12])[CH3:11])=[O:8])[CH2:6][CH2:5][NH:4][CH2:3][CH2:2]1.C([O-])([O-])=O.[K+].[K+].[F:20][CH2:21][CH2:22]I. (6) Given the product [C:1]([N:5]1[C:9]([C:10]2[CH:15]=[CH:14][C:13]([N:16]3[CH2:21][CH2:20][CH2:19][CH2:18][CH2:17]3)=[CH:12][CH:11]=2)=[CH:8][C:7]([CH2:22][Br:44])=[N:6]1)([CH3:4])([CH3:3])[CH3:2], predict the reactants needed to synthesize it. The reactants are: [C:1]([N:5]1[C:9]([C:10]2[CH:15]=[CH:14][C:13]([N:16]3[CH2:21][CH2:20][CH2:19][CH2:18][CH2:17]3)=[CH:12][CH:11]=2)=[CH:8][C:7]([CH2:22]O)=[N:6]1)([CH3:4])([CH3:3])[CH3:2].C1C=CC(P(C2C=CC=CC=2)C2C=CC=CC=2)=CC=1.C(Br)(Br)(Br)[Br:44].